From a dataset of Full USPTO retrosynthesis dataset with 1.9M reactions from patents (1976-2016). Predict the reactants needed to synthesize the given product. (1) Given the product [Cl:1][C:2]1[C:3]2[N:4]([CH:18]=[N:19][CH:20]=2)[C:5]([C:11]2[CH:16]=[CH:15][CH:14]=[C:13]([F:17])[CH:12]=2)=[C:6]([CH:8]([NH2:27])[CH3:9])[CH:7]=1, predict the reactants needed to synthesize it. The reactants are: [Cl:1][C:2]1[C:3]2[N:4]([CH:18]=[N:19][CH:20]=2)[C:5]([C:11]2[CH:16]=[CH:15][CH:14]=[C:13]([F:17])[CH:12]=2)=[C:6]([C:8](=O)[CH3:9])[CH:7]=1.C([O-])(=O)C.[NH4+].C([BH3-])#[N:27].[Na+]. (2) The reactants are: [CH3:1][S:2]([C:5]1[CH:22]=[CH:21][C:8](/[CH:9]=[C:10]2/[C:11](=O)[CH2:12][CH2:13][C:14]3[C:19]/2=[CH:18][CH:17]=[CH:16][CH:15]=3)=[CH:7][CH:6]=1)(=[O:4])=[O:3].C([O-])(=O)C.[Na+].Cl.[NH2:29][OH:30].O. Given the product [CH3:1][S:2]([C:5]1[CH:22]=[CH:21][C:8]([C:9]2[O:30][N:29]=[C:11]3[CH2:12][CH2:13][C:14]4[C:19]([C:10]=23)=[CH:18][CH:17]=[CH:16][CH:15]=4)=[CH:7][CH:6]=1)(=[O:4])=[O:3], predict the reactants needed to synthesize it. (3) Given the product [C:28](=[O:29])([O:6][C@H:5]1[C@@H:3]2[O:4][C:14]([CH3:16])([CH3:13])[O:1][C@@H:2]2[O:8][C@H:7]1[C@@H:9]1[CH2:11][O:12][C:18]([CH3:20])([CH3:17])[O:10]1)[O:30][CH:31]([Cl:33])[CH3:32], predict the reactants needed to synthesize it. The reactants are: [O:1]=[CH:2][C@@H:3]([C@H:5]([C@@H:7]([C@@H:9]([CH2:11][OH:12])[OH:10])[OH:8])[OH:6])[OH:4].[CH3:13][C:14]([CH3:16])=O.[CH3:17][C:18]([CH3:20])=O.N1C=CC=CC=1.Cl[C:28]([O:30][CH:31]([Cl:33])[CH3:32])=[O:29]. (4) Given the product [C:1]([C:3]1[C:4]([F:28])=[C:5]([CH:10]2[O:26][CH2:25][C@@H:13]3[CH2:14][N:15]([C:18]([O:20][C:21]([CH3:23])([CH3:24])[CH3:22])=[O:19])[CH2:16][CH2:17][N:12]3[CH2:11]2)[CH:6]=[CH:7][C:8]=1[F:9])#[N:2], predict the reactants needed to synthesize it. The reactants are: [C:1]([C:3]1[C:4]([F:28])=[C:5]([CH:10](O)[CH2:11][N:12]2[CH2:17][CH2:16][N:15]([C:18]([O:20][C:21]([CH3:24])([CH3:23])[CH3:22])=[O:19])[CH2:14][C@H:13]2[CH2:25][OH:26])[CH:6]=[CH:7][C:8]=1[F:9])#[N:2].C(C=P(CCCC)(CCCC)CCCC)#N. (5) Given the product [CH3:1][C:2]1[CH:7]=[C:6]([C:8]2[CH:9]=[CH:10][C:11]3[N:17]4[CH2:18][C@H:14]([CH2:15][CH2:16]4)[N:13]([C:24]([NH:38][C:36]4[CH:37]=[N:32][CH:33]=[N:34][CH:35]=4)=[O:30])[C:12]=3[N:19]=2)[CH:5]=[CH:4][N:3]=1, predict the reactants needed to synthesize it. The reactants are: [CH3:1][C:2]1[CH:7]=[C:6]([C:8]2[CH:9]=[CH:10][C:11]3[N:17]4[CH2:18][C@H:14]([CH2:15][CH2:16]4)[NH:13][C:12]=3[N:19]=2)[CH:5]=[CH:4][N:3]=1.ClC(Cl)(O[C:24](=[O:30])OC(Cl)(Cl)Cl)Cl.[N:32]1[CH:37]=[C:36]([NH2:38])[CH:35]=[N:34][CH:33]=1.O. (6) Given the product [CH3:35][O:53][C:54]([C:21]1[CH:22]=[CH:23][C:9]2[C:8]3([CH2:1][C:2]4[CH:7]=[CH:6][CH:5]=[CH:4][CH:3]=4)[CH2:18][CH2:17][C:16](=[O:19])[CH:15]=[C:14]3[CH2:13][CH2:12][CH2:11][C:10]=2[CH:20]=1)=[O:75], predict the reactants needed to synthesize it. The reactants are: [CH2:1]([C:8]12[CH2:18][CH2:17][C:16](=[O:19])[CH:15]=[C:14]1[CH2:13][CH2:12][CH2:11][C:10]1[CH:20]=[C:21](OS(C(F)(F)F)(=O)=O)[CH:22]=[CH:23][C:9]2=1)[C:2]1[CH:7]=[CH:6][CH:5]=[CH:4][CH:3]=1.CC1(C)C2[C:54](=C(P(C3C=CC=CC=3)C3C=CC=CC=3)C=CC=2)[O:53][C:35]2C(P(C3C=CC=CC=3)C3C=CC=CC=3)=CC=CC1=2.C[OH:75].